From a dataset of Forward reaction prediction with 1.9M reactions from USPTO patents (1976-2016). Predict the product of the given reaction. (1) The product is: [CH3:8][N:9]1[CH2:10][CH2:11][CH2:12][N:13]([C:14]2[CH:23]=[C:22]3[C:17]([CH:18]=[C:19]([C:25]4[CH:30]=[CH:29][CH:28]=[CH:27][C:26]=4[C:31]([F:33])([F:34])[F:32])[NH:20][C:21]3=[O:24])=[CH:16][CH:15]=2)[C:1]1=[O:2]. Given the reactants [C:1](Cl)(Cl)=[O:2].C(Cl)Cl.[CH3:8][NH:9][CH2:10][CH2:11][CH2:12][NH:13][C:14]1[CH:23]=[C:22]2[C:17]([CH:18]=[C:19]([C:25]3[CH:30]=[CH:29][CH:28]=[CH:27][C:26]=3[C:31]([F:34])([F:33])[F:32])[NH:20][C:21]2=[O:24])=[CH:16][CH:15]=1.C(N(CC)CC)C, predict the reaction product. (2) Given the reactants [N+:1]([C:4]1[CH:16]=[CH:15][C:7]([O:8][CH2:9][C:10]2[S:11][CH:12]=[CH:13][N:14]=2)=[CH:6][CH:5]=1)([O-])=O.[H][H], predict the reaction product. The product is: [S:11]1[CH:12]=[CH:13][N:14]=[C:10]1[CH2:9][O:8][C:7]1[CH:6]=[CH:5][C:4]([NH2:1])=[CH:16][CH:15]=1. (3) Given the reactants [Br:1][C:2]1[CH:7]=[CH:6][C:5]([CH:8]([CH3:12])[C:9]([OH:11])=O)=[CH:4][CH:3]=1.CN(C1C=CC=CN=1)C.[CH3:22][S:23]([NH2:26])(=[O:25])=[O:24].C1(N=C=NC2CCCCC2)CCCCC1, predict the reaction product. The product is: [Br:1][C:2]1[CH:3]=[CH:4][C:5]([CH:8]([CH3:12])[C:9]([CH2:22][S:23]([NH2:26])(=[O:25])=[O:24])=[O:11])=[CH:6][CH:7]=1. (4) The product is: [CH3:4][C:2]1[CH:3]=[CH:23][C:22]([NH:21][C:18]2[CH:19]=[CH:20][C:15]([NH:14][C:12]3[CH:11]=[CH:45][C:44]([CH3:47])=[CH:43][CH:13]=3)=[C:16]3[C:33]([C:32]4[C:27]([C:25](=[O:26])[C:17]=23)=[CH:28][CH:29]=[CH:30][CH:31]=4)=[O:34])=[CH:24][CH:1]=1. Given the reactants [CH3:1][C:2](=[CH:4]C(=O)[CH:4]=[C:2]([CH3:3])[CH3:1])[CH3:3].[CH3:11][CH:12]([NH:14][C:15]1[CH:20]=[CH:19][C:18]([NH:21][CH:22]([CH3:24])[CH3:23])=[C:17]2[C:25]([C:27]3[C:32]([C:33](=[O:34])[C:16]=12)=[CH:31][CH:30]=[CH:29][CH:28]=3)=[O:26])[CH3:13].CCN(C1C=C[C:45](C=C(C#N)C#N)=[C:44]([CH3:47])[CH:43]=1)CCOC1C=[CH:45][C:44]([CH:47]2CCCCC2)=[CH:43]C=1, predict the reaction product. (5) Given the reactants [NH:1]1[CH2:6][CH2:5][CH2:4][CH2:3][CH2:2]1.C(=O)([O-])[O-].[Cs+].[Cs+].C1(C)C=CC=CC=1.[CH2:20]([O:27][C:28]1[CH:43]=[CH:42][C:41](Br)=[CH:40][C:29]=1[C:30]([O:32][CH2:33][C:34]1[CH:39]=[CH:38][CH:37]=[CH:36][CH:35]=1)=[O:31])[C:21]1[CH:26]=[CH:25][CH:24]=[CH:23][CH:22]=1, predict the reaction product. The product is: [CH2:20]([O:27][C:28]1[CH:43]=[CH:42][C:41]([N:1]2[CH2:6][CH2:5][CH2:4][CH2:3][CH2:2]2)=[CH:40][C:29]=1[C:30]([O:32][CH2:33][C:34]1[CH:35]=[CH:36][CH:37]=[CH:38][CH:39]=1)=[O:31])[C:21]1[CH:22]=[CH:23][CH:24]=[CH:25][CH:26]=1.